From a dataset of Peptide-MHC class II binding affinity with 134,281 pairs from IEDB. Regression. Given a peptide amino acid sequence and an MHC pseudo amino acid sequence, predict their binding affinity value. This is MHC class II binding data. (1) The peptide sequence is GQQRVFKEKVDTRAK. The MHC is DRB1_0801 with pseudo-sequence DRB1_0801. The binding affinity (normalized) is 0.365. (2) The peptide sequence is AAATALTTVYGAFAA. The MHC is HLA-DQA10401-DQB10402 with pseudo-sequence HLA-DQA10401-DQB10402. The binding affinity (normalized) is 0.488. (3) The peptide sequence is GWIISNIFGAIPVLA. The MHC is DRB5_0101 with pseudo-sequence DRB5_0101. The binding affinity (normalized) is 0.399. (4) The peptide sequence is LHSIRRNYPKLFEEH. The MHC is DRB1_0101 with pseudo-sequence DRB1_0101. The binding affinity (normalized) is 0.560. (5) The peptide sequence is GELQIVDKIDAAFKT. The MHC is DRB4_0101 with pseudo-sequence DRB4_0103. The binding affinity (normalized) is 0.687. (6) The peptide sequence is AIPKVPPGPNITATY. The MHC is DRB1_1501 with pseudo-sequence DRB1_1501. The binding affinity (normalized) is 0.151. (7) The peptide sequence is VWGQKYFKGNFERLA. The MHC is DRB1_0701 with pseudo-sequence DRB1_0701. The binding affinity (normalized) is 0.339. (8) The peptide sequence is QLKEYVWKTLKSGKV. The MHC is DRB4_0101 with pseudo-sequence DRB4_0103. The binding affinity (normalized) is 0.289. (9) The peptide sequence is SYVHVNGAKFIDTQN. The MHC is DRB1_1101 with pseudo-sequence DRB1_1101. The binding affinity (normalized) is 0.583.